Dataset: Forward reaction prediction with 1.9M reactions from USPTO patents (1976-2016). Task: Predict the product of the given reaction. (1) Given the reactants O1CCO[CH2:3][CH2:2]1.O.[Ca+2].C(=O)([O-])[O-].[OH-].[Na+].[Cl:15][C:16]1[CH:21]=[C:20]([CH2:22][OH:23])[CH:19]=[C:18]([OH:24])[C:17]=1[C:25]([C:27]1[CH:32]=[CH:31][C:30]([O:33][CH3:34])=[CH:29][CH:28]=1)=[O:26], predict the reaction product. The product is: [Cl:15][C:16]1[CH:21]=[C:20]([CH2:22][OH:23])[CH:19]=[C:18]([OH:24])[C:17]=1[C:25]([C:27]1[CH:32]=[CH:31][C:30]([O:33][CH:34]2[CH2:3][CH2:2]2)=[CH:29][CH:28]=1)=[O:26]. (2) Given the reactants F[C:2]1[CH:3]=[CH:4][C:5]2[N+:10]([O-:11])=[N:9][C:8]([NH2:12])=[N:7][C:6]=2[CH:13]=1.[CH2:14]([NH:16][CH2:17][CH3:18])[CH3:15], predict the reaction product. The product is: [CH2:14]([N:16]([CH2:17][CH3:18])[C:2]1[CH:3]=[CH:4][C:5]2[N+:10]([O-:11])=[N:9][C:8]([NH2:12])=[N:7][C:6]=2[CH:13]=1)[CH3:15]. (3) Given the reactants [OH:1][CH:2]1[CH2:11][CH2:10][NH:9][C:8]2[N:7]=[CH:6][C:5]([C:12]3[CH:17]=[CH:16][C:15]([C:18]([N:20]4[CH2:25][CH2:24][N:23]([CH3:26])[CH2:22][CH2:21]4)=[O:19])=[CH:14][CH:13]=3)=[CH:4][C:3]1=2.O[C:28]1[CH:29]=[N:30][CH:31]=[CH:32][CH:33]=1, predict the reaction product. The product is: [CH3:26][N:23]1[CH2:22][CH2:21][N:20]([C:18]([C:15]2[CH:14]=[CH:13][C:12]([C:5]3[CH:6]=[N:7][C:8]4[NH:9][CH2:10][CH2:11][CH:2]([O:1][C:28]5[CH:29]=[N:30][CH:31]=[CH:32][CH:33]=5)[C:3]=4[CH:4]=3)=[CH:17][CH:16]=2)=[O:19])[CH2:25][CH2:24]1. (4) Given the reactants [CH3:1][C:2]1[CH:3]=[C:4]2[C:9](=[CH:10][CH:11]=1)[N:8]=[CH:7][CH:6]=[CH:5]2.[OH:12]S(O)(=O)=O.[OH2:17], predict the reaction product. The product is: [N:8]1[C:9]2[C:4](=[CH:3][C:2]([C:1]([OH:12])=[O:17])=[CH:11][CH:10]=2)[CH:5]=[CH:6][CH:7]=1. (5) Given the reactants [F:1][C:2]([F:15])([F:14])[S:3]([O:6]S(C(F)(F)F)(=O)=O)(=[O:5])=[O:4].O[CH2:17][C@H:18]1[O:22][C:21](=[O:23])[CH2:20][CH2:19]1.N1C(C)=CC=CC=1C, predict the reaction product. The product is: [F:1][C:2]([F:15])([F:14])[S:3]([O:6][CH2:17][C@@H:18]1[CH2:19][CH2:20][C:21](=[O:23])[O:22]1)(=[O:5])=[O:4]. (6) Given the reactants [Cl:1][C:2]1[CH:7]=[CH:6][CH:5]=[CH:4][C:3]=1[C:8]1[C:9]([C:18]2[CH:23]=[CH:22][C:21]([Cl:24])=[CH:20][CH:19]=2)=[CH:10][C:11]2[N:12]([C:14](=[O:17])[NH:15][N:16]=2)[N:13]=1.[F:25][C:26]([F:32])([F:31])[CH2:27][CH2:28][CH2:29]I.C([O-])([O-])=O.[K+].[K+], predict the reaction product. The product is: [Cl:1][C:2]1[CH:7]=[CH:6][CH:5]=[CH:4][C:3]=1[C:8]1[C:9]([C:18]2[CH:19]=[CH:20][C:21]([Cl:24])=[CH:22][CH:23]=2)=[CH:10][C:11]2[N:12]([C:14](=[O:17])[N:15]([CH2:29][CH2:28][CH2:27][C:26]([F:32])([F:31])[F:25])[N:16]=2)[N:13]=1.